Predict the reactants needed to synthesize the given product. From a dataset of Full USPTO retrosynthesis dataset with 1.9M reactions from patents (1976-2016). Given the product [O:3]1[CH2:4][CH2:32][N:62]([CH2:61][CH2:33][O:34][C:35]2[CH:54]=[CH:53][C:38]3[CH:39]=[C:40](/[CH:42]=[CH:43]/[C:44]4[CH:49]=[CH:48][C:47]([N:50]([CH3:51])[CH3:52])=[CH:46][CH:45]=4)[O:41][C:37]=3[CH:36]=2)[CH2:2]1, predict the reactants needed to synthesize it. The reactants are: [Br-].[CH3:2][O:3][C:4]1[CH:32]=CC2C=C(C[P+](C3C=CC=CC=3)(C3C=CC=CC=3)C3C=CC=CC=3)OC=2C=1.[CH3:33][O:34][C:35]1[CH:54]=[CH:53][C:38]2[CH:39]=[C:40](/[CH:42]=[CH:43]/[C:44]3[CH:49]=[CH:48][C:47]([N:50]([CH3:52])[CH3:51])=[CH:46][CH:45]=3)[O:41][C:37]=2[CH:36]=1.C(=O)([O-])[O-].[K+].[K+].[CH3:61][N:62](C)C1C=CC(C=O)=CC=1.